Task: Predict the reactants needed to synthesize the given product.. Dataset: Full USPTO retrosynthesis dataset with 1.9M reactions from patents (1976-2016) Given the product [NH2:28][C@@H:8]([C:5]1[CH:4]=[CH:3][C:2]([Cl:1])=[CH:7][CH:6]=1)[C@:9]([NH:10][S:11](=[O:12])(=[O:13])[O:14][CH2:15][C:16]([Cl:19])([Cl:18])[Cl:17])([C:21]1[CH:22]=[N:23][C:24]([Cl:27])=[CH:25][CH:26]=1)[CH3:20], predict the reactants needed to synthesize it. The reactants are: [Cl:1][C:2]1[CH:7]=[CH:6][C:5]([C@H:8]2[N:10]([S:11]([O:14][CH2:15][C:16]([Cl:19])([Cl:18])[Cl:17])(=[O:13])=[O:12])[C@@:9]2([C:21]2[CH:22]=[N:23][C:24]([Cl:27])=[CH:25][CH:26]=2)[CH3:20])=[CH:4][CH:3]=1.[NH3:28].